This data is from Reaction yield outcomes from USPTO patents with 853,638 reactions. The task is: Predict the reaction yield, written as a fraction of the theoretical maximum amount of product (1.0 means a 100% yield; for example, 0.34 means a 34% yield). The reactants are [Cl:1][C:2]1[CH:3]=[C:4]([NH:9][C:10]2[C:19]3[C:14](=[CH:15][C:16]([O:25][CH2:26][CH2:27][CH:28]4[CH2:31][C:30]5([CH2:36][CH2:35][N:34]([CH3:37])[CH2:33][CH2:32]5)[CH2:29]4)=[C:17]([NH:20][C:21](=[O:24])[CH:22]=[CH2:23])[CH:18]=3)[N:13]=[CH:12][N:11]=2)[CH:5]=[CH:6][C:7]=1[F:8].Cl. The catalyst is CO. The product is [ClH:1].[Cl:1][C:2]1[CH:3]=[C:4]([NH:9][C:10]2[C:19]3[C:14](=[CH:15][C:16]([O:25][CH2:26][CH2:27][CH:28]4[CH2:29][C:30]5([CH2:32][CH2:33][N:34]([CH3:37])[CH2:35][CH2:36]5)[CH2:31]4)=[C:17]([NH:20][C:21](=[O:24])[CH:22]=[CH2:23])[CH:18]=3)[N:13]=[CH:12][N:11]=2)[CH:5]=[CH:6][C:7]=1[F:8]. The yield is 0.970.